Dataset: NCI-60 drug combinations with 297,098 pairs across 59 cell lines. Task: Regression. Given two drug SMILES strings and cell line genomic features, predict the synergy score measuring deviation from expected non-interaction effect. (1) Drug 1: C1=NC2=C(N=C(N=C2N1C3C(C(C(O3)CO)O)F)Cl)N. Drug 2: CCC1(CC2CC(C3=C(CCN(C2)C1)C4=CC=CC=C4N3)(C5=C(C=C6C(=C5)C78CCN9C7C(C=CC9)(C(C(C8N6C)(C(=O)OC)O)OC(=O)C)CC)OC)C(=O)OC)O.OS(=O)(=O)O. Cell line: NCI-H460. Synergy scores: CSS=2.98, Synergy_ZIP=-0.473, Synergy_Bliss=2.11, Synergy_Loewe=2.06, Synergy_HSA=2.01. (2) Drug 1: CC1C(C(CC(O1)OC2CC(CC3=C2C(=C4C(=C3O)C(=O)C5=C(C4=O)C(=CC=C5)OC)O)(C(=O)C)O)N)O.Cl. Drug 2: C(CN)CNCCSP(=O)(O)O. Cell line: UACC62. Synergy scores: CSS=18.6, Synergy_ZIP=-3.57, Synergy_Bliss=4.60, Synergy_Loewe=-7.51, Synergy_HSA=2.28.